From a dataset of hERG Central: cardiac toxicity at 1µM, 10µM, and general inhibition. Predict hERG channel inhibition at various concentrations. (1) The molecule is CSCc1ccc(C(=O)NC2CC(C)(C)Cc3c2cnn3-c2ccc(F)cc2)o1. Results: hERG_inhib (hERG inhibition (general)): blocker. (2) The drug is CN1CCN(c2ccccc2NC(=O)c2cccc([N+](=O)[O-])c2)CC1. Results: hERG_inhib (hERG inhibition (general)): blocker. (3) The molecule is C=CCn1cc(C(=O)NCCCN(CC)CC)c(=O)c2cc(S(=O)(=O)N3CCC(C)CC3)ccc21. Results: hERG_inhib (hERG inhibition (general)): blocker. (4) The compound is CCOC(=O)CSc1nc2c(sc3ccccc32)c(=O)n1CCCN1CCOCC1. Results: hERG_inhib (hERG inhibition (general)): blocker. (5) The molecule is CC1CCN(CCc2nc3cc(NC(=O)COc4ccccc4)ccc3n2C)CC1. Results: hERG_inhib (hERG inhibition (general)): blocker.